From a dataset of Reaction yield outcomes from USPTO patents with 853,638 reactions. Predict the reaction yield, written as a fraction of the theoretical maximum amount of product (1.0 means a 100% yield; for example, 0.34 means a 34% yield). (1) The catalyst is C1(C)C=CC=CC=1. The product is [CH3:17][C:16]1([CH3:18])[O:13][C:12]2[CH:11]=[CH:10][C:4]([C:5]([O:7][CH2:8][CH3:9])=[O:6])=[CH:3][C:2]=2[O:1]1. The reactants are [OH:1][C:2]1[CH:3]=[C:4]([CH:10]=[CH:11][C:12]=1[OH:13])[C:5]([O:7][CH2:8][CH3:9])=[O:6].CO[C:16](OC)([CH3:18])[CH3:17].C1(C)C=CC(S(O)(=O)=O)=CC=1. The yield is 0.490. (2) The reactants are [Cl-].C(OC([N:9]1[CH2:13][CH2:12][CH2:11][CH:10]1[Zn+])=O)(C)(C)C.Br[C:16]1[CH:37]=[CH:36][C:19]2[C:20]3[N:21]=[C:22]([C:28]4[N:29]([CH:33]([CH3:35])[CH3:34])[N:30]=[CH:31][N:32]=4)[S:23][C:24]=3[CH2:25][CH2:26][O:27][C:18]=2[CH:17]=1.F[B-](F)(F)F.C([PH+](C(C)(C)C)C(C)(C)C)(C)(C)C.C(O)(C(F)(F)F)=O. The catalyst is C(Cl)Cl.CC([O-])=O.CC([O-])=O.[Pd+2]. The product is [CH:33]([N:29]1[C:28]([C:22]2[S:23][C:24]3[CH2:25][CH2:26][O:27][C:18]4[CH:17]=[C:16]([CH:10]5[CH2:11][CH2:12][CH2:13][NH:9]5)[CH:37]=[CH:36][C:19]=4[C:20]=3[N:21]=2)=[N:32][CH:31]=[N:30]1)([CH3:35])[CH3:34]. The yield is 0.0500. (3) The reactants are [OH:1][C:2]1[CH:3]=[N:4][CH:5]=[CH:6][CH:7]=1.C([O-])([O-])=O.[K+].[K+].F[C:15]1[CH:24]=[CH:23][C:18]([C:19]([O:21][CH3:22])=[O:20])=[CH:17][CH:16]=1.O. The catalyst is CN(C=O)C. The product is [N:4]1[CH:5]=[CH:6][CH:7]=[C:2]([O:1][C:15]2[CH:24]=[CH:23][C:18]([C:19]([O:21][CH3:22])=[O:20])=[CH:17][CH:16]=2)[CH:3]=1. The yield is 0.323. (4) The reactants are [CH:1]1([N:5]2[CH2:11][CH2:10][CH2:9][N:8]([C:12]([N:14]3[CH2:17][CH:16]([OH:18])[CH2:15]3)=[O:13])[CH2:7][CH2:6]2)[CH2:4][CH2:3][CH2:2]1.[H-].[Na+].Cl[C:22]1[N:27]=[CH:26][C:25](F)=[CH:24][N:23]=1.[CH3:29][OH:30]. The catalyst is CS(C)=O.ClCCl. The product is [CH:1]1([N:5]2[CH2:11][CH2:10][CH2:9][N:8]([C:12]([N:14]3[CH2:15][CH:16]([O:18][C:22]4[N:27]=[CH:26][C:25]([O:30][CH3:29])=[CH:24][N:23]=4)[CH2:17]3)=[O:13])[CH2:7][CH2:6]2)[CH2:4][CH2:3][CH2:2]1. The yield is 0.280. (5) The reactants are [F:1][C:2]1[C:7]([O:8][C:9]2[C:14]3=[C:15]([CH3:19])[C:16]([OH:18])=[CH:17][N:13]3[N:12]=[CH:11][N:10]=2)=[CH:6][N:5]=[C:4]2[NH:20][CH:21]=[CH:22][C:3]=12.[CH3:23][C:24]([OH:27])(C)[CH3:25]. The catalyst is C(N(CC)CC)C. The product is [F:1][C:2]1[C:7]([O:8][C:9]2[C:14]3=[C:15]([CH3:19])[C:16]([O:18][CH2:23][C@H:24]([OH:27])[CH3:25])=[CH:17][N:13]3[N:12]=[CH:11][N:10]=2)=[CH:6][N:5]=[C:4]2[NH:20][CH:21]=[CH:22][C:3]=12. The yield is 0.560.